This data is from Forward reaction prediction with 1.9M reactions from USPTO patents (1976-2016). The task is: Predict the product of the given reaction. (1) Given the reactants ClC1N=CC2C(=CC=CC=2[NH:12][CH2:13][C:14]([C:22]2[CH:27]=[CH:26][CH:25]=[CH:24][CH:23]=2)([C:16]2[CH:21]=[CH:20][CH:19]=[CH:18][CH:17]=2)[OH:15])N=1.CC1(C)C(C)(C)OB([C:36]2[CH:37]=[N:38][C:39]([NH2:42])=[N:40][CH:41]=2)O1.C(N[C:58]1[C:67]2[C:62](=[CH:63][CH:64]=[CH:65][CH:66]=2)[N:61]=[C:60](C2SC3C=CC=CC=3C=2)[N:59]=1)(C1C=CC=CC=1)C1C=CC=CC=1, predict the reaction product. The product is: [NH2:42][C:39]1[N:40]=[CH:41][C:36]([C:60]2[N:59]=[C:58]([NH:12][CH2:13][C:14]([C:22]3[CH:23]=[CH:24][CH:25]=[CH:26][CH:27]=3)([C:16]3[CH:17]=[CH:18][CH:19]=[CH:20][CH:21]=3)[OH:15])[C:67]3[C:62](=[CH:63][CH:64]=[CH:65][CH:66]=3)[N:61]=2)=[CH:37][N:38]=1. (2) Given the reactants [CH:1]1([CH2:7][N:8]2[C:16]3[C:11](=[CH:12][CH:13]=[CH:14][C:15]=3[O:17][CH3:18])[C:10]([C:19]3[N:23]=[C:22]([CH2:24]OS(C)(=O)=O)[S:21][N:20]=3)=[CH:9]2)[CH2:6][CH2:5][CH2:4][CH2:3][CH2:2]1.[CH2:30]([NH:32][CH2:33][CH3:34])[CH3:31].[Cl:35]CCl, predict the reaction product. The product is: [ClH:35].[CH:1]1([CH2:7][N:8]2[C:16]3[C:11](=[CH:12][CH:13]=[CH:14][C:15]=3[O:17][CH3:18])[C:10]([C:19]3[N:23]=[C:22]([CH2:24][N:32]([CH2:33][CH3:34])[CH2:30][CH3:31])[S:21][N:20]=3)=[CH:9]2)[CH2:6][CH2:5][CH2:4][CH2:3][CH2:2]1. (3) Given the reactants [H-].[Na+].[CH3:3][O:4][CH2:5][CH2:6][O:7][CH2:8][CH2:9][SH:10].[Cl:11][C:12]1[CH:13]=[C:14]([S:19]([NH2:22])(=[O:21])=[O:20])[CH:15]=[CH:16][C:17]=1F.O, predict the reaction product. The product is: [Cl:11][C:12]1[CH:13]=[C:14]([S:19]([NH2:22])(=[O:20])=[O:21])[CH:15]=[CH:16][C:17]=1[S:10][CH2:9][CH2:8][O:7][CH2:6][CH2:5][O:4][CH3:3]. (4) Given the reactants C[O:2][C:3]1[CH:4]=[C:5]([CH:14]=[CH:15][C:16]2[CH:21]=[CH:20][CH:19]=[CH:18][C:17]=2[F:22])[CH:6]=[C:7]([O:12]C)[C:8]=1[CH:9]([CH3:11])[CH3:10].Cl.N1C=CC=CC=1.CCOCC, predict the reaction product. The product is: [F:22][C:17]1[CH:18]=[CH:19][CH:20]=[CH:21][C:16]=1[CH:15]=[CH:14][C:5]1[CH:6]=[C:7]([OH:12])[C:8]([CH:9]([CH3:10])[CH3:11])=[C:3]([OH:2])[CH:4]=1.